The task is: Regression. Given two drug SMILES strings and cell line genomic features, predict the synergy score measuring deviation from expected non-interaction effect.. This data is from NCI-60 drug combinations with 297,098 pairs across 59 cell lines. (1) Drug 1: CC1=C(C=C(C=C1)NC2=NC=CC(=N2)N(C)C3=CC4=NN(C(=C4C=C3)C)C)S(=O)(=O)N.Cl. Drug 2: CC1C(C(CC(O1)OC2CC(CC3=C2C(=C4C(=C3O)C(=O)C5=C(C4=O)C(=CC=C5)OC)O)(C(=O)C)O)N)O.Cl. Cell line: IGROV1. Synergy scores: CSS=26.7, Synergy_ZIP=-6.17, Synergy_Bliss=0.689, Synergy_Loewe=-48.0, Synergy_HSA=1.08. (2) Drug 1: CC1OCC2C(O1)C(C(C(O2)OC3C4COC(=O)C4C(C5=CC6=C(C=C35)OCO6)C7=CC(=C(C(=C7)OC)O)OC)O)O. Drug 2: CC(C)(C#N)C1=CC(=CC(=C1)CN2C=NC=N2)C(C)(C)C#N. Cell line: SNB-75. Synergy scores: CSS=16.2, Synergy_ZIP=-3.15, Synergy_Bliss=0.601, Synergy_Loewe=1.44, Synergy_HSA=1.79. (3) Drug 1: CC1C(C(CC(O1)OC2CC(CC3=C2C(=C4C(=C3O)C(=O)C5=C(C4=O)C(=CC=C5)OC)O)(C(=O)C)O)N)O.Cl. Drug 2: CN(CC1=CN=C2C(=N1)C(=NC(=N2)N)N)C3=CC=C(C=C3)C(=O)NC(CCC(=O)O)C(=O)O. Cell line: SK-MEL-2. Synergy scores: CSS=16.6, Synergy_ZIP=-3.17, Synergy_Bliss=2.38, Synergy_Loewe=-0.306, Synergy_HSA=0.367. (4) Drug 1: C1=CC=C(C=C1)NC(=O)CCCCCCC(=O)NO. Drug 2: C1CNP(=O)(OC1)N(CCCl)CCCl. Cell line: U251. Synergy scores: CSS=14.6, Synergy_ZIP=-1.23, Synergy_Bliss=3.71, Synergy_Loewe=-10.9, Synergy_HSA=1.50.